Dataset: Reaction yield outcomes from USPTO patents with 853,638 reactions. Task: Predict the reaction yield, written as a fraction of the theoretical maximum amount of product (1.0 means a 100% yield; for example, 0.34 means a 34% yield). (1) The reactants are [CH3:1][O:2][C:3]1[CH:4]=[C:5]([CH:15]=[CH:16][C:17]=1[O:18][CH3:19])[C:6]([NH:8][C:9]1[CH:14]=[CH:13][CH:12]=[CH:11][CH:10]=1)=[O:7].[OH-].[K+].[CH3:22][C:23]1C=CC(S(OCCC=C)(=O)=O)=[CH:25][CH:24]=1. The yield is 0.500. The catalyst is CS(C)=O.CCOC(C)=O. The product is [CH2:25]([N:8]([C:9]1[CH:14]=[CH:13][CH:12]=[CH:11][CH:10]=1)[C:6](=[O:7])[C:5]1[CH:15]=[CH:16][C:17]([O:18][CH3:19])=[C:3]([O:2][CH3:1])[CH:4]=1)[CH2:24][CH:23]=[CH2:22]. (2) The reactants are [Br:1][C:2]1[C:7]([F:8])=[CH:6][CH:5]=[C:4]([N+:9]([O-:11])=[O:10])[C:3]=1[OH:12].C([O-])([O-])=O.[K+].[K+].[Na+].[I-].Cl[CH2:22][C:23](=[O:25])[CH3:24]. The catalyst is CC(C)=O. The product is [Br:1][C:2]1[C:7]([F:8])=[CH:6][CH:5]=[C:4]([N+:9]([O-:11])=[O:10])[C:3]=1[O:12][CH2:22][C:23]([CH3:24])=[O:25]. The yield is 0.850. (3) The catalyst is C(O)C. The reactants are BrC1C=CC(O)=C([C:8]2[CH:17]=[CH:16][C:15]3[C:10](=[CH:11][CH:12]=[C:13]([C:18]4[N:22]([CH:23]5[CH2:28][CH2:27][CH2:26][CH2:25][CH2:24]5)[C:21]5[CH:29]=[CH:30][C:31]([C:33]([OH:35])=[O:34])=[CH:32][C:20]=5[N:19]=4)[CH:14]=3)[N:9]=2)C=1.C([C:40]1[CH:41]=[CH:42][C:43]([OH:49])=[C:44]([CH:48]=1)[C:45]([NH2:47])=[O:46])(=O)C.[OH-].[K+]. The yield is 0.100. The product is [C:45]([C:44]1[CH:48]=[C:40]([C:8]2[CH:17]=[CH:16][C:15]3[C:10](=[CH:11][CH:12]=[C:13]([C:18]4[N:22]([CH:23]5[CH2:28][CH2:27][CH2:26][CH2:25][CH2:24]5)[C:21]5[CH:29]=[CH:30][C:31]([C:33]([OH:35])=[O:34])=[CH:32][C:20]=5[N:19]=4)[CH:14]=3)[N:9]=2)[CH:41]=[CH:42][C:43]=1[OH:49])(=[O:46])[NH2:47]. (4) The reactants are Cl[C:2]1[N:12]=[C:11]2[C:5]([N:6]([CH3:20])[C:7](=[O:19])[CH2:8][CH2:9][N:10]2[CH:13]2[CH2:17][CH2:16][CH2:15][C:14]2=[O:18])=[CH:4][N:3]=1.[NH2:21][C:22]1[CH:37]=[CH:36][C:25]([C:26]([NH:28][CH:29]2[CH2:34][CH2:33][N:32]([CH3:35])[CH2:31][CH2:30]2)=[O:27])=[CH:24][C:23]=1[O:38][CH3:39].O.C1(C)C=CC(S(O)(=O)=O)=CC=1.O. The catalyst is CC(C)CC(O)C.CO. The product is [CH3:39][O:38][C:23]1[CH:24]=[C:25]([CH:36]=[CH:37][C:22]=1[NH:21][C:2]1[N:12]=[C:11]2[C:5]([N:6]([CH3:20])[C:7](=[O:19])[CH2:8][CH2:9][N:10]2[CH:13]2[CH2:17][CH2:16][CH2:15][C:14]2=[O:18])=[CH:4][N:3]=1)[C:26]([NH:28][CH:29]1[CH2:34][CH2:33][N:32]([CH3:35])[CH2:31][CH2:30]1)=[O:27]. The yield is 0.0700. (5) The reactants are [OH:1][C:2]1[CH:14]=[CH:13][C:12]2[C:11]3[C:6](=[CH:7][C:8]([N:15]([CH3:18])[CH:16]=[O:17])=[CH:9][CH:10]=3)[N:5]([C:19]([O:21][C:22]([CH3:25])([CH3:24])[CH3:23])=[O:20])[C:4]=2[CH:3]=1.[CH3:26][C:27]1[CH:32]=[CH:31][C:30]([S:33]([O:36][CH2:37][CH2:38][O:39][CH2:40][CH2:41][O:42][CH2:43][CH2:44]F)(=[O:35])=[O:34])=[CH:29][CH:28]=1.C([O-])([O-])=O.[Cs+].[Cs+]. The catalyst is CN1C(=O)CCC1.CCOC(C)=O. The product is [CH3:18][N:15]([C:8]1[CH:9]=[CH:10][C:11]2[C:12]3[C:4](=[CH:3][C:2]([O:1][CH2:44][CH2:43][O:42][CH2:41][CH2:40][O:39][CH2:38][CH2:37][O:36][S:33]([C:30]4[CH:29]=[CH:28][C:27]([CH3:26])=[CH:32][CH:31]=4)(=[O:35])=[O:34])=[CH:14][CH:13]=3)[N:5]([C:19]([O:21][C:22]([CH3:25])([CH3:24])[CH3:23])=[O:20])[C:6]=2[CH:7]=1)[CH:16]=[O:17]. The yield is 0.630.